This data is from Forward reaction prediction with 1.9M reactions from USPTO patents (1976-2016). The task is: Predict the product of the given reaction. Given the reactants [N+:1]([CH:4]1[C:9](=[O:10])[CH:8]=[CH:7][N:6]=[CH:5]1)([O-:3])=[O:2].[Br:11]Br, predict the reaction product. The product is: [Br:11][CH:8]1[C:9](=[O:10])[C:4]([N+:1]([O-:3])=[O:2])=[CH:5][N:6]=[CH:7]1.